This data is from Catalyst prediction with 721,799 reactions and 888 catalyst types from USPTO. The task is: Predict which catalyst facilitates the given reaction. (1) Reactant: C1C=CC2N(O)N=NC=2C=1.[Cl:11][C:12]1[CH:13]=[C:14]2[C:18](=[CH:19][CH:20]=1)[NH:17][C:16]([C:21]([OH:23])=O)=[CH:15]2.CCN(C(C)C)C(C)C.CCN=C=NCCCN(C)C.[NH2:44][CH:45]1[CH2:54][C:53]2[C:48](=[CH:49][CH:50]=[CH:51][CH:52]=2)[N:47]([CH2:55][CH2:56][CH2:57][O:58][Si:59]([C:62]([CH3:65])([CH3:64])[CH3:63])([CH3:61])[CH3:60])[C:46]1=[O:66]. Product: [Si:59]([O:58][CH2:57][CH2:56][CH2:55][N:47]1[C:48]2[C:53](=[CH:52][CH:51]=[CH:50][CH:49]=2)[CH2:54][CH:45]([NH:44][C:21]([C:16]2[NH:17][C:18]3[C:14]([CH:15]=2)=[CH:13][C:12]([Cl:11])=[CH:20][CH:19]=3)=[O:23])[C:46]1=[O:66])([C:62]([CH3:64])([CH3:65])[CH3:63])([CH3:61])[CH3:60]. The catalyst class is: 2. (2) Reactant: [Cl:1][C:2]1[CH:7]=[CH:6][C:5]([CH2:8][CH:9]2[CH2:11][N:10]2[S:12]([C:15]2[CH:20]=[CH:19][C:18]([CH3:21])=[CH:17][CH:16]=2)(=[O:14])=[O:13])=[CH:4][C:3]=1[O:22][CH2:23][CH2:24][O:25][CH3:26].C1COCC1.S(O)(O)(=O)=O.[CH3:37][S:38]C(=N)N.[OH-].[Na+]. Product: [Cl:1][C:2]1[CH:7]=[CH:6][C:5]([CH2:8][CH:9]([NH:10][S:12]([C:15]2[CH:20]=[CH:19][C:18]([CH3:21])=[CH:17][CH:16]=2)(=[O:14])=[O:13])[CH2:11][S:38][CH3:37])=[CH:4][C:3]=1[O:22][CH2:23][CH2:24][O:25][CH3:26]. The catalyst class is: 6. (3) The catalyst class is: 9. Reactant: [I:1][C:2]1[CH:11]=[C:6]([C:7]([O:9][CH3:10])=[O:8])[C:5]([OH:12])=[CH:4][CH:3]=1.C(=O)([O-])[O-].[K+].[K+].[CH2:19](Br)[C:20]1[CH:25]=[CH:24][CH:23]=[CH:22][CH:21]=1. Product: [CH2:19]([O:12][C:5]1[CH:4]=[CH:3][C:2]([I:1])=[CH:11][C:6]=1[C:7]([O:9][CH3:10])=[O:8])[C:20]1[CH:25]=[CH:24][CH:23]=[CH:22][CH:21]=1. (4) Reactant: CCN(C(C)C)C(C)C.[C:10]1([C:23]2[CH:28]=[CH:27][CH:26]=[CH:25][CH:24]=2)[CH:15]=[CH:14][C:13]([NH:16][C:17](=[O:22])[CH2:18][C:19]([OH:21])=O)=[CH:12][CH:11]=1.CCN=C=NCCCN(C)C.C1C=CC2N(O)N=NC=2C=1.Cl.[Br:51][C:52]1[CH:57]=[CH:56][CH:55]=[CH:54][C:53]=1[C:58]([N:60]1[CH2:66][CH2:65][CH2:64][NH:63][CH2:62][CH2:61]1)=[O:59]. Product: [C:10]1([C:23]2[CH:28]=[CH:27][CH:26]=[CH:25][CH:24]=2)[CH:11]=[CH:12][C:13]([NH:16][C:17](=[O:22])[CH2:18][C:19]([N:63]2[CH2:64][CH2:65][CH2:66][N:60]([C:58](=[O:59])[C:53]3[CH:54]=[CH:55][CH:56]=[CH:57][C:52]=3[Br:51])[CH2:61][CH2:62]2)=[O:21])=[CH:14][CH:15]=1. The catalyst class is: 18. (5) Reactant: [Cl:1][C:2]1[CH:3]=[N:4][N:5]([CH:11]([CH3:13])[CH3:12])[C:6]=1[C:7]([O:9]C)=[O:8].Cl. Product: [Cl:1][C:2]1[CH:3]=[N:4][N:5]([CH:11]([CH3:13])[CH3:12])[C:6]=1[C:7]([OH:9])=[O:8]. The catalyst class is: 12.